Dataset: Reaction yield outcomes from USPTO patents with 853,638 reactions. Task: Predict the reaction yield, written as a fraction of the theoretical maximum amount of product (1.0 means a 100% yield; for example, 0.34 means a 34% yield). (1) The reactants are [CH3:1][O:2][C:3](=[O:14])[CH2:4][NH:5][C:6]([C:8]1[N:9]=[C:10]([NH2:13])[S:11][CH:12]=1)=[O:7].CCN(C(C)C)C(C)C.[C:24]([O:28][C:29](=[O:45])[NH:30][CH2:31][CH2:32][CH2:33][O:34][C:35]1[CH:40]=[CH:39][CH:38]=[CH:37][C:36]=1[CH2:41][N:42]=[C:43]=[O:44])([CH3:27])([CH3:26])[CH3:25].O. The catalyst is CN(C=O)C. The product is [CH3:1][O:2][C:3](=[O:14])[CH2:4][NH:5][C:6]([C:8]1[N:9]=[C:10]([NH:13][C:43]([NH:42][CH2:41][C:36]2[CH:37]=[CH:38][CH:39]=[CH:40][C:35]=2[O:34][CH2:33][CH2:32][CH2:31][NH:30][C:29]([O:28][C:24]([CH3:27])([CH3:26])[CH3:25])=[O:45])=[O:44])[S:11][CH:12]=1)=[O:7]. The yield is 0.182. (2) The reactants are [Na].CC[O-].[Na+].[CH2:6]([O:13][C:14]1[C:19]2[CH2:20][CH2:21][O:22][C:18]=2[CH:17]=[C:16]([C:23]2[N:28]=[CH:27][N:26]=[C:25]([S:29][CH2:30][C:31]([NH2:33])=[O:32])[C:24]=2[C:34]#[N:35])[CH:15]=1)[C:7]1[CH:12]=[CH:11][CH:10]=[CH:9][CH:8]=1.FC(F)(F)C(O)=O. The catalyst is CCO. The product is [NH2:35][C:34]1[C:24]2[C:23]([C:16]3[CH:15]=[C:14]([O:13][CH2:6][C:7]4[CH:12]=[CH:11][CH:10]=[CH:9][CH:8]=4)[C:19]4[CH2:20][CH2:21][O:22][C:18]=4[CH:17]=3)=[N:28][CH:27]=[N:26][C:25]=2[S:29][C:30]=1[C:31]([NH2:33])=[O:32]. The yield is 0.190. (3) The product is [CH3:19][C:13]1[CH:14]=[CH:15][CH:16]=[C:17]([CH3:18])[C:12]=1[CH2:11][NH:10][C:9]1[C:4]2[N:5]([C:20]([CH3:21])=[C:2]([CH3:1])[N:3]=2)[CH:6]=[CH:7][C:8]=1[N+:22]([O-:24])=[O:23]. The yield is 0.170. The catalyst is C(O)(=O)C. The reactants are [CH3:1][C:2]1[N:3]=[C:4]2[C:9]([NH:10][CH2:11][C:12]3[C:17]([CH3:18])=[CH:16][CH:15]=[CH:14][C:13]=3[CH3:19])=[CH:8][CH:7]=[CH:6][N:5]2[C:20]=1[CH3:21].[N+:22]([O-])([OH:24])=[O:23].